Dataset: Full USPTO retrosynthesis dataset with 1.9M reactions from patents (1976-2016). Task: Predict the reactants needed to synthesize the given product. Given the product [Cl:1][C:2]1[CH:20]=[CH:19][C:18]([F:21])=[CH:17][C:3]=1[O:4][CH:5]1[CH2:6][CH2:7][N:8]([C:11](=[O:16])[CH2:12][C:13]([NH:56][C:53]2[CH:54]=[N:55][C:50]([C:44]3[CH:49]=[CH:48][CH:47]=[CH:46][CH:45]=3)=[CH:51][CH:52]=2)=[O:15])[CH2:9][CH2:10]1, predict the reactants needed to synthesize it. The reactants are: [Cl:1][C:2]1[CH:20]=[CH:19][C:18]([F:21])=[CH:17][C:3]=1[O:4][CH:5]1[CH2:10][CH2:9][N:8]([C:11](=[O:16])[CH2:12][C:13]([OH:15])=O)[CH2:7][CH2:6]1.C1C=CC2N(O)N=NC=2C=1.CCN=C=NCCCN(C)C.Cl.[C:44]1([C:50]2[N:55]=[CH:54][C:53]([NH2:56])=[CH:52][CH:51]=2)[CH:49]=[CH:48][CH:47]=[CH:46][CH:45]=1.